The task is: Predict which catalyst facilitates the given reaction.. This data is from Catalyst prediction with 721,799 reactions and 888 catalyst types from USPTO. (1) The catalyst class is: 8. Reactant: [F:1][CH2:2][CH2:3][O:4][CH2:5][CH2:6][O:7][C:8]1[CH:13]=[CH:12][C:11]([C:14](=[O:16])[CH3:15])=[CH:10][CH:9]=1.[N+:17]([C:20]1[CH:27]=[CH:26][C:23]([CH:24]=O)=[CH:22][CH:21]=1)([O-:19])=[O:18].[OH-].[K+]. Product: [F:1][CH2:2][CH2:3][O:4][CH2:5][CH2:6][O:7][C:8]1[CH:9]=[CH:10][C:11]([C:14](=[O:16])/[CH:15]=[CH:24]/[C:23]2[CH:26]=[CH:27][C:20]([N+:17]([O-:19])=[O:18])=[CH:21][CH:22]=2)=[CH:12][CH:13]=1. (2) Reactant: [C:1]([O:5][C:6](=[O:19])[N:7]([C@H:9]1[CH2:14][CH2:13][C@H:12]([C:15]#[C:16][CH2:17][OH:18])[CH2:11][CH2:10]1)[CH3:8])([CH3:4])([CH3:3])[CH3:2].[CH3:20][S:21](Cl)(=[O:23])=[O:22].N1C=CC=CC=1.O. Product: [C:1]([O:5][C:6]([N:7]([CH3:8])[C@H:9]1[CH2:10][CH2:11][C@H:12]([C:15]#[C:16][CH2:17][O:18][S:21]([CH3:20])(=[O:23])=[O:22])[CH2:13][CH2:14]1)=[O:19])([CH3:3])([CH3:2])[CH3:4]. The catalyst class is: 64. (3) Reactant: O[N:2]=[C:3]1[CH2:6][CH:5]([C:7]([O:9][CH3:10])=[O:8])[C:4]1([CH3:12])[CH3:11].[OH-].[NH4+].[H][H]. Product: [NH2:2][CH:3]1[CH2:6][CH:5]([C:7]([O:9][CH3:10])=[O:8])[C:4]1([CH3:12])[CH3:11]. The catalyst class is: 94. (4) Reactant: [Br:1][C:2]1[CH:3]=[N:4][CH:5]=[CH:6][C:7]=1[O:8][C:9]1[CH:14]=[C:13]([F:15])[CH:12]=[CH:11][C:10]=1[Cl:16].[N+:17]([O-])([OH:19])=[O:18]. Product: [Br:1][C:2]1[CH:3]=[N:4][CH:5]=[CH:6][C:7]=1[O:8][C:9]1[CH:14]=[C:13]([F:15])[C:12]([N+:17]([O-:19])=[O:18])=[CH:11][C:10]=1[Cl:16]. The catalyst class is: 65. (5) Product: [CH3:19][O:18][C:13]1[C:10]2[CH2:11][CH2:12][NH:6][CH2:7][CH2:8][C:9]=2[S:15][C:14]=1[CH3:16]. The catalyst class is: 99. Reactant: C(OC([N:6]1[CH2:12][CH2:11][C:10]2[C:13]([O:18][CH3:19])=[C:14]([CH2:16]O)[S:15][C:9]=2[CH2:8][CH2:7]1)=O)C. (6) Reactant: [NH2:1][C:2]1[CH:7]=[CH:6][C:5]([NH:8][C:9](=[O:15])/[CH:10]=[CH:11]\[C:12]([O-:14])=[O:13])=[CH:4][CH:3]=1.[Na+:16].CO. Product: [CH3:12][OH:13].[NH2:1][C:2]1[CH:3]=[CH:4][C:5]([NH:8][C:9](=[O:15])/[CH:10]=[CH:11]\[C:12]([O-:14])=[O:13])=[CH:6][CH:7]=1.[Na+:16]. The catalyst class is: 7. (7) Reactant: [CH:1]([C:3]1[CH:8]=[C:7]([O:9][CH3:10])[C:6]([O:11][C:12](=[O:14])[CH3:13])=[C:5]([O:15][CH3:16])[CH:4]=1)=[O:2].[BH4-].[Na+]. Product: [OH:2][CH2:1][C:3]1[CH:4]=[C:5]([O:15][CH3:16])[C:6]([O:11][C:12](=[O:14])[CH3:13])=[C:7]([O:9][CH3:10])[CH:8]=1. The catalyst class is: 5. (8) Reactant: [CH3:1][C:2]1[C:23]([C:24]2[CH:25]=[CH:26][C:27]3[N:28]([CH:30]=[C:31]([C:33]([F:36])([F:35])[F:34])[N:32]=3)[CH:29]=2)=[C:22]([CH3:37])[CH:21]=[CH:20][C:3]=1[CH2:4][NH:5][C:6]1[CH:19]=[CH:18][C:9]2[C@H:10]([CH2:13][C:14]([O:16]C)=[O:15])[CH2:11][O:12][C:8]=2[CH:7]=1.[OH-].[Na+]. Product: [CH3:1][C:2]1[C:23]([C:24]2[CH:25]=[CH:26][C:27]3[N:28]([CH:30]=[C:31]([C:33]([F:35])([F:34])[F:36])[N:32]=3)[CH:29]=2)=[C:22]([CH3:37])[CH:21]=[CH:20][C:3]=1[CH2:4][NH:5][C:6]1[CH:19]=[CH:18][C:9]2[C@H:10]([CH2:13][C:14]([OH:16])=[O:15])[CH2:11][O:12][C:8]=2[CH:7]=1. The catalyst class is: 83.